This data is from Reaction yield outcomes from USPTO patents with 853,638 reactions. The task is: Predict the reaction yield, written as a fraction of the theoretical maximum amount of product (1.0 means a 100% yield; for example, 0.34 means a 34% yield). The reactants are [N+:1]([C:4]1[CH:8]=[N:7][NH:6][C:5]=1[NH2:9])([O-:3])=[O:2].[CH2:10]([N:14]([C:18]1[CH:23]=[CH:22][CH:21]=[C:20]([C:24](=O)[CH:25]=[CH:26]N(C)C)[CH:19]=1)[C:15](=[O:17])[CH3:16])[CH2:11][CH2:12][CH3:13]. The catalyst is C(O)(=O)C. The product is [CH2:10]([N:14]([C:18]1[CH:23]=[CH:22][CH:21]=[C:20]([C:24]2[N:6]3[N:7]=[CH:8][C:4]([N+:1]([O-:3])=[O:2])=[C:5]3[N:9]=[CH:26][CH:25]=2)[CH:19]=1)[C:15](=[O:17])[CH3:16])[CH2:11][CH2:12][CH3:13]. The yield is 0.190.